From a dataset of Catalyst prediction with 721,799 reactions and 888 catalyst types from USPTO. Predict which catalyst facilitates the given reaction. Reactant: [Al].[CH2:2]([C:9]1[CH:17]=[CH:16][C:12]([C:13]([OH:15])=[O:14])=[CH:11][CH:10]=1)[C:3]1[CH:8]=[CH:7][CH:6]=[CH:5][CH:4]=1.C1C(=O)N([I:25])C(=O)C1.C(S([O-])(=O)=O)(F)(F)F.C(S([O-])(=O)=O)(F)(F)F.C(S([O-])(=O)=O)(F)(F)F.[Yb+3]. Product: [I:25][C:6]1[CH:5]=[CH:4][C:3]([CH2:2][C:9]2[CH:10]=[CH:11][C:12]([C:13]([OH:15])=[O:14])=[CH:16][CH:17]=2)=[CH:8][CH:7]=1. The catalyst class is: 23.